Dataset: Forward reaction prediction with 1.9M reactions from USPTO patents (1976-2016). Task: Predict the product of the given reaction. (1) The product is: [C:19]([O:18][C@H:15]1[CH2:16][CH2:17][C@H:12]([C:10](=[O:11])[NH:9][CH2:8][C:3]2[C:2]([Cl:1])=[N:7][CH:6]=[CH:5][N:4]=2)[CH2:13][CH2:14]1)(=[O:21])[CH3:20]. Given the reactants [Cl:1][C:2]1[C:3]([CH2:8][NH:9][C:10]([C@H:12]2[CH2:17][CH2:16][C@H:15]([OH:18])[CH2:14][CH2:13]2)=[O:11])=[N:4][CH:5]=[CH:6][N:7]=1.[C:19](OC(=O)C)(=[O:21])[CH3:20], predict the reaction product. (2) Given the reactants [Br:1][C:2]1[CH:10]=[CH:9][C:5]([C:6](O)=[O:7])=[C:4]([CH3:11])[CH:3]=1.B, predict the reaction product. The product is: [Br:1][C:2]1[CH:10]=[CH:9][C:5]([CH2:6][OH:7])=[C:4]([CH3:11])[CH:3]=1. (3) Given the reactants Br[C:2]([F:20])([F:19])[C:3]([CH:6]1[CH2:10][CH:9]([C:11]([O:13][CH3:14])=[O:12])[CH2:8][CH:7]1[C:15]([O:17][CH3:18])=[O:16])([F:5])[F:4].C(=O)(O)[O-].[Na+:25].[S:26](S([O-])=O)([O-:28])=[O:27].[Na+].[Na+].C(#N)C, predict the reaction product. The product is: [CH3:18][O:17][C:15]([CH:7]1[CH2:8][CH:9]([C:11]([O:13][CH3:14])=[O:12])[CH2:10][CH:6]1[C:3]([F:5])([F:4])[C:2]([F:20])([F:19])[S:26]([O-:28])=[O:27])=[O:16].[Na+:25]. (4) Given the reactants [OH:1][C@@H:2]([C@H:5]1[O:9][N:8]=[C:7]([C:10]2[N:15]=[CH:14][C:13]([C:16]3[CH:21]=[CH:20][C:19]([N:22]4[CH2:26][C@H:25]([CH2:27][N:28]5[CH:32]=[CH:31][N:30]=[N:29]5)[O:24][C:23]4=[O:33])=[CH:18][C:17]=3[F:34])=[CH:12][CH:11]=2)[CH2:6]1)[CH2:3][OH:4].[C:35](O)(=[O:42])[C:36]1[CH:41]=[CH:40][CH:39]=[N:38][CH:37]=1.N1C=CC=CC=1.C(N=C=NC(C)C)(C)C, predict the reaction product. The product is: [C:35]([O:4][CH2:3][C@H:2]([C@H:5]1[O:9][N:8]=[C:7]([C:10]2[CH:11]=[CH:12][C:13]([C:16]3[CH:21]=[CH:20][C:19]([N:22]4[CH2:26][C@H:25]([CH2:27][N:28]5[CH:32]=[CH:31][N:30]=[N:29]5)[O:24][C:23]4=[O:33])=[CH:18][C:17]=3[F:34])=[CH:14][N:15]=2)[CH2:6]1)[OH:1])(=[O:42])[C:36]1[CH:41]=[CH:40][CH:39]=[N:38][CH:37]=1. (5) Given the reactants ClC1C=CC=C(C(OO)=[O:9])C=1.[N:12]1[CH:17]=[CH:16][CH:15]=[C:14]([CH2:18][C:19]([O:21][CH2:22][CH3:23])=[O:20])[CH:13]=1.CO.C([O-])(O)=O.[Na+], predict the reaction product. The product is: [CH2:22]([O:21][C:19](=[O:20])[CH2:18][C:14]1[CH:13]=[N+:12]([O-:9])[CH:17]=[CH:16][CH:15]=1)[CH3:23]. (6) Given the reactants FC(F)(F)S(O[C:7]1[C:15]2[CH:14]=[N:13][CH:12]=[N:11][C:10]=2[O:9][C:8]=1[C:16]([O:18][CH2:19][CH3:20])=[O:17])(=O)=O.[F:23][C:24]1[CH:29]=[C:28]([Si:30]([CH3:33])([CH3:32])[CH3:31])[CH:27]=[CH:26][C:25]=1[NH2:34].CC1(C)C2C(=C(P(C3C=CC=CC=3)C3C=CC=CC=3)C=CC=2)OC2C(P(C3C=CC=CC=3)C3C=CC=CC=3)=CC=CC1=2.[O-]P([O-])([O-])=O.[K+].[K+].[K+], predict the reaction product. The product is: [F:23][C:24]1[CH:29]=[C:28]([Si:30]([CH3:32])([CH3:31])[CH3:33])[CH:27]=[CH:26][C:25]=1[NH:34][C:7]1[C:15]2[CH:14]=[N:13][CH:12]=[N:11][C:10]=2[O:9][C:8]=1[C:16]([O:18][CH2:19][CH3:20])=[O:17]. (7) Given the reactants [CH3:1][C@@:2]12[C:18](=O)[CH2:17][CH2:16][C@H:15]1[C@H:14]1[C@@H:5]([C:6]3[CH:7]=[CH:8][C:9]([OH:20])=[CH:10][C:11]=3[CH2:12][CH2:13]1)[CH2:4][CH2:3]2.NN.[OH-].[K+], predict the reaction product. The product is: [CH3:1][C@:2]12[CH2:3][CH2:4][C@H:5]3[C@@H:14]([CH2:13][CH2:12][C:11]4[CH:10]=[C:9]([OH:20])[CH:8]=[CH:7][C:6]=43)[C@@H:15]1[CH2:16][CH2:17][CH2:18]2. (8) Given the reactants [CH3:1][C:2]1[CH:7]=[CH:6][C:5]([C:8]2[O:9][CH:10]=[N:11][N:12]=2)=[CH:4][C:3]=1[C:13]1[CH:14]=[CH:15][C:16]([NH2:19])=[N:17][CH:18]=1.C(Cl)Cl.[F:23][C:24]1[CH:32]=[CH:31][CH:30]=[C:29]([F:33])[C:25]=1[C:26](Cl)=[O:27], predict the reaction product. The product is: [F:23][C:24]1[CH:32]=[CH:31][CH:30]=[C:29]([F:33])[C:25]=1[C:26]([NH:19][C:16]1[CH:15]=[CH:14][C:13]([C:3]2[CH:4]=[C:5]([C:8]3[O:9][CH:10]=[N:11][N:12]=3)[CH:6]=[CH:7][C:2]=2[CH3:1])=[CH:18][N:17]=1)=[O:27]. (9) Given the reactants C(O[C:6]([N:8]1[CH2:12][C:11](=[N:13][O:14][CH3:15])[CH2:10][C@H:9]1[C:16]([OH:18])=O)=[O:7])(C)(C)C.[C:19]1([C:28]2[CH:33]=[CH:32][CH:31]=[CH:30][CH:29]=2)[CH:24]=[CH:23][C:22](C(Cl)=O)=[CH:21][CH:20]=1.[NH2:34][C@@H:35]([CH2:47][OH:48])[C@H:36]([C:38]1[CH:43]=[CH:42][C:41]([N+:44]([O-:46])=[O:45])=[CH:40][CH:39]=1)[OH:37], predict the reaction product. The product is: [C:28]1([C:19]2[CH:20]=[CH:21][CH:22]=[CH:23][CH:24]=2)[CH:29]=[CH:30][C:31]([C:6]([N:8]2[CH2:12][C:11](=[N:13][O:14][CH3:15])[CH2:10][C@H:9]2[C:16]([NH:34][C@@H:35]([CH2:47][OH:48])[C@@H:36]([OH:37])[C:38]2[CH:39]=[CH:40][C:41]([N+:44]([O-:46])=[O:45])=[CH:42][CH:43]=2)=[O:18])=[O:7])=[CH:32][CH:33]=1.